Dataset: Peptide-MHC class I binding affinity with 185,985 pairs from IEDB/IMGT. Task: Regression. Given a peptide amino acid sequence and an MHC pseudo amino acid sequence, predict their binding affinity value. This is MHC class I binding data. (1) The peptide sequence is AMFTAALNI. The MHC is HLA-A32:01 with pseudo-sequence HLA-A32:01. The binding affinity (normalized) is 0.554. (2) The peptide sequence is SSSPQPKKK. The MHC is HLA-A11:01 with pseudo-sequence HLA-A11:01. The binding affinity (normalized) is 0.416. (3) The binding affinity (normalized) is 0. The peptide sequence is TASALALEI. The MHC is H-2-Db with pseudo-sequence H-2-Db. (4) The peptide sequence is YNFEYANV. The MHC is H-2-Kb with pseudo-sequence H-2-Kb. The binding affinity (normalized) is 1.00. (5) The peptide sequence is HRFGLYRLNF. The MHC is Mamu-B17 with pseudo-sequence Mamu-B17. The binding affinity (normalized) is 0.425. (6) The peptide sequence is EPVDPRLEPW. The MHC is HLA-A68:01 with pseudo-sequence HLA-A68:01. The binding affinity (normalized) is 0.101. (7) The peptide sequence is QALSPRTLNAW. The MHC is HLA-B40:01 with pseudo-sequence HLA-B40:01. The binding affinity (normalized) is 0. (8) The peptide sequence is KRASPILRF. The MHC is HLA-B48:01 with pseudo-sequence HLA-B48:01. The binding affinity (normalized) is 0.0847.